From a dataset of Reaction yield outcomes from USPTO patents with 853,638 reactions. Predict the reaction yield, written as a fraction of the theoretical maximum amount of product (1.0 means a 100% yield; for example, 0.34 means a 34% yield). The reactants are P(Cl)(Cl)(Cl)=O.[F:6][C:7]1[CH:12]=[C:11]([O:13][CH3:14])[CH:10]=[C:9]([O:15][CH3:16])[CH:8]=1.CN(C)[CH:19]=[O:20].[OH-].[Na+]. No catalyst specified. The product is [F:6][C:7]1[CH:8]=[C:9]([O:15][CH3:16])[C:10]([CH:19]=[O:20])=[C:11]([O:13][CH3:14])[CH:12]=1. The yield is 0.750.